This data is from Reaction yield outcomes from USPTO patents with 853,638 reactions. The task is: Predict the reaction yield, written as a fraction of the theoretical maximum amount of product (1.0 means a 100% yield; for example, 0.34 means a 34% yield). (1) The reactants are [Br:1][C:2]1[CH:7]=[CH:6][C:5](O)=[C:4]([C:9]([CH3:16])([CH3:15])[CH2:10][C:11]([OH:14])([CH3:13])[CH3:12])[CH:3]=1.C1(C)C=CC(S(O)(=O)=O)=CC=1. The catalyst is C1C=CC=CC=1. The product is [Br:1][C:2]1[CH:3]=[C:4]2[C:5](=[CH:6][CH:7]=1)[O:14][C:11]([CH3:13])([CH3:12])[CH2:10][C:9]2([CH3:16])[CH3:15]. The yield is 0.800. (2) The reactants are [CH:1]1([NH2:5])[CH2:4][CH2:3][CH2:2]1.[CH2:6]1[CH2:12][S:9](=[O:11])(=[O:10])[O:8][CH2:7]1.C1COCC1. The catalyst is C(#N)C. The product is [CH:1]1([NH:5][CH2:7][CH2:6][CH2:12][S:9]([OH:11])(=[O:10])=[O:8])[CH2:4][CH2:3][CH2:2]1. The yield is 0.600.